Dataset: Catalyst prediction with 721,799 reactions and 888 catalyst types from USPTO. Task: Predict which catalyst facilitates the given reaction. (1) Reactant: [NH2:1][C:2]1[C:9]([OH:10])=[CH:8][C:7]([S:11]([CH:14]([CH3:16])[CH3:15])(=[O:13])=[O:12])=[CH:6][C:3]=1[C:4]#[N:5].CC1C=CC(S(O[CH2:28][CH2:29][CH2:30][S:31]([CH3:34])(=[O:33])=[O:32])(=O)=O)=CC=1.C(=O)([O-])[O-].[K+].[K+].CN(C)C=O. Product: [NH2:1][C:2]1[C:9]([O:10][CH2:28][CH2:29][CH2:30][S:31]([CH3:34])(=[O:33])=[O:32])=[CH:8][C:7]([S:11]([CH:14]([CH3:16])[CH3:15])(=[O:13])=[O:12])=[CH:6][C:3]=1[C:4]#[N:5]. The catalyst class is: 6. (2) Reactant: [CH2:1]([O:8][N:9]([CH2:12][CH:13]1[C:18](=[O:19])[N:17]([CH2:20][C:21](O)=[O:22])[C:16]2[CH:24]=[CH:25][CH:26]=[CH:27][C:15]=2[S:14]1)[CH:10]=[O:11])[C:2]1[CH:7]=[CH:6][CH:5]=[CH:4][CH:3]=1.[CH2:28]([NH2:31])[CH2:29][CH3:30].CCN(C(C)C)C(C)C.CN(C(ON1N=NC2C=CC=NC1=2)=[N+](C)C)C.F[P-](F)(F)(F)(F)F. Product: [CH2:1]([O:8][N:9]([CH2:12][CH:13]1[C:18](=[O:19])[N:17]([CH2:20][C:21]([NH:31][CH2:28][CH2:29][CH3:30])=[O:22])[C:16]2[CH:24]=[CH:25][CH:26]=[CH:27][C:15]=2[S:14]1)[CH:10]=[O:11])[C:2]1[CH:3]=[CH:4][CH:5]=[CH:6][CH:7]=1. The catalyst class is: 3. (3) Reactant: C[O:2][C:3](=[O:40])[CH2:4][C@H:5]1[C:9]2[CH:10]=[CH:11][C:12]([O:14][CH2:15][C:16]3[CH:17]=[C:18]([C:22]4[C:27]([CH3:28])=[C:26]([CH3:29])[C:25]([O:30][CH2:31][CH2:32][CH2:33][S:34]([CH3:37])(=[O:36])=[O:35])=[C:24]([CH3:38])[C:23]=4[CH3:39])[CH:19]=[CH:20][CH:21]=3)=[CH:13][C:8]=2[O:7][CH2:6]1.CO.[OH-].[Na+].Cl. Product: [CH3:39][C:23]1[C:24]([CH3:38])=[C:25]([O:30][CH2:31][CH2:32][CH2:33][S:34]([CH3:37])(=[O:36])=[O:35])[C:26]([CH3:29])=[C:27]([CH3:28])[C:22]=1[C:18]1[CH:19]=[CH:20][CH:21]=[C:16]([CH2:15][O:14][C:12]2[CH:11]=[CH:10][C:9]3[C@H:5]([CH2:4][C:3]([OH:40])=[O:2])[CH2:6][O:7][C:8]=3[CH:13]=2)[CH:17]=1. The catalyst class is: 132. (4) Reactant: Br[C:2]1[C:3]([NH:8][C:9]([C:11]2[CH:12]=[N:13][N:14]3[CH:19]=[CH:18][CH:17]=[N:16][C:15]=23)=[O:10])=[N:4][N:5]([CH3:7])[CH:6]=1.[F:20][C:21]([F:32])([F:31])[C:22]1[CH:27]=[CH:26][CH:25]=[CH:24][C:23]=1B(O)O.C(=O)([O-])[O-].[Na+].[Na+]. Product: [CH3:7][N:5]1[CH:6]=[C:2]([C:23]2[CH:24]=[CH:25][CH:26]=[CH:27][C:22]=2[C:21]([F:32])([F:31])[F:20])[C:3]([NH:8][C:9]([C:11]2[CH:12]=[N:13][N:14]3[CH:19]=[CH:18][CH:17]=[N:16][C:15]=23)=[O:10])=[N:4]1. The catalyst class is: 745. (5) Reactant: Br[C:2]1[C:3]([O:17][C:18]2[CH:23]=[CH:22][C:21]([F:24])=[CH:20][C:19]=2[F:25])=[N:4][C:5]([O:8][C:9]2[CH:14]=[CH:13][C:12]([F:15])=[CH:11][C:10]=2[F:16])=[N:6][CH:7]=1.C([Mg]Cl)(C)C.[Cl:31][C:32]1[CH:40]=[CH:39][C:38]([S:41][CH3:42])=[CH:37][C:33]=1[C:34](Cl)=[O:35]. Product: [F:16][C:10]1[CH:11]=[C:12]([F:15])[CH:13]=[CH:14][C:9]=1[O:8][C:5]1[N:4]=[C:3]([O:17][C:18]2[CH:23]=[CH:22][C:21]([F:24])=[CH:20][C:19]=2[F:25])[C:2]([C:34]([C:33]2[CH:37]=[C:38]([S:41][CH3:42])[CH:39]=[CH:40][C:32]=2[Cl:31])=[O:35])=[CH:7][N:6]=1. The catalyst class is: 1. (6) Reactant: [Cl:1][C:2]1[CH:3]=[C:4]2[C:9](=[C:10]([Cl:12])[CH:11]=1)[CH2:8][N:7]([CH3:13])[CH2:6][CH:5]2[C:14]1[CH:19]=[CH:18][CH:17]=[C:16]([N+:20]([O-])=O)[CH:15]=1.Cl.C(O)C. Product: [Cl:1][C:2]1[CH:3]=[C:4]2[C:9](=[C:10]([Cl:12])[CH:11]=1)[CH2:8][N:7]([CH3:13])[CH2:6][CH:5]2[C:14]1[CH:15]=[C:16]([NH2:20])[CH:17]=[CH:18][CH:19]=1. The catalyst class is: 150.